From a dataset of Full USPTO retrosynthesis dataset with 1.9M reactions from patents (1976-2016). Predict the reactants needed to synthesize the given product. (1) Given the product [CH3:21][O:22][C:23]1[C:28]([O:29][C:6]2[CH:7]=[CH:8][C:3]([C:2]([F:13])([F:12])[F:1])=[CH:4][CH:5]=2)=[CH:27][CH:26]=[CH:25][N:24]=1, predict the reactants needed to synthesize it. The reactants are: [F:1][C:2]([F:13])([F:12])[C:3]1[CH:8]=[CH:7][C:6](B(O)O)=[CH:5][CH:4]=1.C(N(CC)CC)C.[CH3:21][O:22][C:23]1[C:28]([OH:29])=[CH:27][CH:26]=[CH:25][N:24]=1. (2) Given the product [O:5]=[C:6]1[C@@H:9]([NH:10][C:1](=[O:3])[O:4][CH2:30][C:27]2[CH:28]=[CH:29][C:24]([O:23][CH2:20][CH2:21][CH3:22])=[CH:25][CH:26]=2)[CH2:8][NH:7]1, predict the reactants needed to synthesize it. The reactants are: [C:1]([O-:4])(=[O:3])C.[O:5]=[C:6]1[C@@H:9]([NH3+:10])[CH2:8][NH:7]1.CCN(C(C)C)C(C)C.[CH2:20]([O:23][C:24]1[CH:29]=[CH:28][C:27]([C:30]2C=CN(C([O-])=O)C(=O)C=2C)=[CH:26][CH:25]=1)[CH2:21][CH3:22]. (3) Given the product [NH:12]1[C:13]2[C:18](=[CH:17][CH:16]=[CH:15][CH:14]=2)[C:10]([C:8](=[O:9])[CH:32]([NH:31][C:30]2[CH:43]=[CH:44][CH:45]=[C:28]([O:27][CH3:26])[CH:29]=2)[C:33]2[N:34]=[C:35]3[C:40]([CH3:41])=[CH:39][CH:38]=[CH:37][N:36]3[CH:42]=2)=[CH:11]1, predict the reactants needed to synthesize it. The reactants are: C(N(CC)CC)C.[CH:8]([C:10]1[C:18]2[C:13](=[CH:14][CH:15]=[CH:16][CH:17]=2)[N:12](C(OC(C)(C)C)=O)[CH:11]=1)=[O:9].[CH3:26][O:27][C:28]1[CH:29]=[C:30]([CH:43]=[CH:44][CH:45]=1)[N:31]=[CH:32][C:33]1[N:34]=[C:35]2[C:40]([CH3:41])=[CH:39][CH:38]=[CH:37][N:36]2[CH:42]=1. (4) Given the product [OH:3][C:4]1[CH:13]=[C:12]([O:14][CH2:15][O:16][CH3:17])[C:11]([CH:18]([CH3:20])[CH3:19])=[CH:10][C:5]=1[C:6]([OH:8])=[O:7], predict the reactants needed to synthesize it. The reactants are: [OH-].[K+].[OH:3][C:4]1[CH:13]=[C:12]([O:14][CH2:15][O:16][CH3:17])[C:11]([CH:18]([CH3:20])[CH3:19])=[CH:10][C:5]=1[C:6]([O:8]C)=[O:7]. (5) Given the product [CH3:20][N:21]([CH3:31])[C:22]1[CH:30]=[CH:29][C:25]([C:26]([NH:14][C:12]2[S:13][C:9]([C:7]([CH:4]3[CH2:5][CH2:6][O:1][CH2:2][CH2:3]3)=[O:8])=[C:10]([C:15]3[O:16][CH:17]=[CH:18][CH:19]=3)[N:11]=2)=[O:27])=[CH:24][CH:23]=1, predict the reactants needed to synthesize it. The reactants are: [O:1]1[CH2:6][CH2:5][CH:4]([C:7]([C:9]2[S:13][C:12]([NH2:14])=[N:11][C:10]=2[C:15]2[O:16][CH:17]=[CH:18][CH:19]=2)=[O:8])[CH2:3][CH2:2]1.[CH3:20][N:21]([CH3:31])[C:22]1[CH:30]=[CH:29][C:25]([C:26](O)=[O:27])=[CH:24][CH:23]=1.CCN=C=NCCCN(C)C.Cl.O.ON1C2C=CC=CC=2N=N1. (6) Given the product [CH2:1]([N:5]1[C:6]2[S:7][CH:8]=[CH:9][C:10]=2[C:11](=[O:12])[O:13][C:14]1=[O:21])[CH:2]([CH3:4])[CH3:3], predict the reactants needed to synthesize it. The reactants are: [CH2:1]([NH:5][C:6]1[S:7][CH:8]=[CH:9][C:10]=1[C:11]([O:13][CH3:14])=[O:12])[CH:2]([CH3:4])[CH3:3].[OH-].[Na+].O.ClC(Cl)([O:21]C(=O)OC(Cl)(Cl)Cl)Cl. (7) Given the product [CH2:1]=[CH:2][C:3]1[CH:4]=[CH:11][CH:10]=[CH:9][CH:8]=1.[CH2:11]([O:6][C:4](=[O:5])[CH:3]=[CH2:2])[CH2:12][CH2:13][CH3:17].[CH2:19]=[CH:18][C:9]1[CH:10]=[CH:11][CH:12]=[CH:13][CH:17]=1.[C:4]1(=[O:5])[O:6][C:1](=[O:7])[CH:2]=[CH:3]1.[CH2:1]=[CH:2][C:3]1[CH:4]=[CH:11][CH:10]=[CH:9][CH:8]=1.[CH2:11]([O:6][C:4](=[O:5])[CH:3]=[CH2:2])[CH2:12][CH2:13][CH3:17], predict the reactants needed to synthesize it. The reactants are: [C:1]1(=[O:7])[O:6][C:4](=[O:5])[CH:3]=[CH:2]1.[CH3:8][C:9]1([CH3:18])N([O])[C:13]([CH3:17])(C)[CH2:12][CH2:11][CH2:10]1.[CH3:19]C(N=NC(C#N)(C)C)(C#N)C.